Dataset: Peptide-MHC class II binding affinity with 134,281 pairs from IEDB. Task: Regression. Given a peptide amino acid sequence and an MHC pseudo amino acid sequence, predict their binding affinity value. This is MHC class II binding data. (1) The peptide sequence is VFLGSAHGIPKVPPG. The MHC is DRB1_0301 with pseudo-sequence DRB1_0301. The binding affinity (normalized) is 0.0202. (2) The peptide sequence is AKAIITPVVFYRSGT. The MHC is DRB1_0802 with pseudo-sequence DRB1_0802. The binding affinity (normalized) is 0.383.